The task is: Predict the reactants needed to synthesize the given product.. This data is from Full USPTO retrosynthesis dataset with 1.9M reactions from patents (1976-2016). (1) The reactants are: [C:1]([C:5]1[CH:6]=[C:7]([C:25]2[CH:26]=[N:27][C:28]([C:31]([F:34])([F:33])[F:32])=[CH:29][CH:30]=2)[C:8]([OH:24])=[C:9]([CH:23]=1)[CH2:10][NH:11][CH:12]([CH3:22])[CH2:13][NH:14]C(=O)OC(C)(C)C)([CH3:4])([CH3:3])[CH3:2].FC(F)(F)C(O)=O.C(Cl)[Cl:43]. Given the product [ClH:43].[ClH:43].[NH2:14][CH2:13][CH:12]([NH:11][CH2:10][C:9]1[CH:23]=[C:5]([C:1]([CH3:3])([CH3:4])[CH3:2])[CH:6]=[C:7]([C:25]2[CH:26]=[N:27][C:28]([C:31]([F:32])([F:33])[F:34])=[CH:29][CH:30]=2)[C:8]=1[OH:24])[CH3:22], predict the reactants needed to synthesize it. (2) Given the product [Cl:23][C:18]1[CH:17]=[C:16]([NH:15][C:5]2[C:4]3[C:9](=[C:10]([F:12])[CH:11]=[C:2]([NH:1][CH2:29][C:26]4[NH:25][N:24]=[CH:28][CH:27]=4)[CH:3]=3)[N:8]=[CH:7][C:6]=2[C:13]#[N:14])[CH:21]=[CH:20][C:19]=1[F:22], predict the reactants needed to synthesize it. The reactants are: [NH2:1][C:2]1[CH:3]=[C:4]2[C:9](=[C:10]([F:12])[CH:11]=1)[N:8]=[CH:7][C:6]([C:13]#[N:14])=[C:5]2[NH:15][C:16]1[CH:21]=[CH:20][C:19]([F:22])=[C:18]([Cl:23])[CH:17]=1.[N:24]1[NH:25][C:26]([CH:29]=O)=[CH:27][CH:28]=1.[BH3-]C#N.[Na+]. (3) Given the product [Cl:1][C:2]1[C:7]([CH3:8])=[CH:6][CH:5]=[CH:4][N+:3]=1[O-:13], predict the reactants needed to synthesize it. The reactants are: [Cl:1][C:2]1[C:7]([CH3:8])=[CH:6][CH:5]=[CH:4][N:3]=1.OO.NC(N)=[O:13].FC(F)(F)C(O)=O.S(S([O-])=O)([O-])=O.[Na+].[Na+].Cl. (4) Given the product [CH:1]1([CH2:4][O:5][C:6]2[C:16]([O:17][CH3:18])=[CH:15][CH:14]=[C:13]([C:19]3[CH:20]=[C:21]4[C:25](=[CH:26][CH:27]=3)[C:24](=[O:28])[O:23][CH2:22]4)[C:7]=2[O:8][CH2:9][C:10]([NH:33][CH2:34][CH2:35][CH3:36])=[O:12])[CH2:2][CH2:3]1, predict the reactants needed to synthesize it. The reactants are: [CH:1]1([CH2:4][O:5][C:6]2[C:16]([O:17][CH3:18])=[CH:15][CH:14]=[C:13]([C:19]3[CH:20]=[C:21]4[C:25](=[CH:26][CH:27]=3)[C:24](=[O:28])[O:23][CH2:22]4)[C:7]=2[O:8][CH2:9][C:10]([OH:12])=O)[CH2:3][CH2:2]1.CCN=C=[N:33][CH2:34][CH2:35][CH2:36]N(C)C.Cl.C(N(CC)CC)C.C1C=CC2N(O)N=NC=2C=1.C(N)CC. (5) Given the product [C:9]([NH:12][CH2:13][CH2:14][CH2:15][S:16]([O:19][CH2:20][C:21]([CH3:26])([CH3:25])[CH2:22][C:23]([O:34][CH2:27][C:28]1[CH:33]=[CH:32][CH:31]=[CH:30][CH:29]=1)=[O:24])(=[O:18])=[O:17])(=[O:11])[CH3:10], predict the reactants needed to synthesize it. The reactants are: IN1C(=O)CCC1=O.[C:9]([NH:12][CH2:13][CH2:14][CH2:15][S:16]([O:19][CH2:20][C:21]([CH3:26])([CH3:25])[CH2:22][CH:23]=[O:24])(=[O:18])=[O:17])(=[O:11])[CH3:10].[CH2:27]([OH:34])[C:28]1[CH:33]=[CH:32][CH:31]=[CH:30][CH:29]=1. (6) Given the product [CH2:12]([NH+:13]([CH:17]([CH3:19])[CH3:18])[CH:14]([CH3:16])[CH3:15])[CH3:11].[OH:3][C:2]1[CH:8]2[CH2:9][CH:5]([CH2:6][CH2:7]2)[C:4](=[O:10])[CH:1]=1, predict the reactants needed to synthesize it. The reactants are: [CH2:1]=[C:2]1[CH:8]2[CH2:9][CH:5]([CH2:6][CH2:7]2)[C:4](=[O:10])[O:3]1.[CH3:11][CH2:12][N:13]([CH:17]([CH3:19])[CH3:18])[CH:14]([CH3:16])[CH3:15].[C-]#N.[K+]. (7) Given the product [NH2:7][CH:8]([CH2:32][C:33]1[CH:38]=[C:37]([F:39])[CH:36]=[C:35]([F:40])[CH:34]=1)[CH:9]([OH:31])[CH2:10][NH:11][C:12]1([C:21]2[CH:26]=[CH:25][CH:24]=[C:23]([C:27]([CH3:29])([CH3:28])[CH3:30])[CH:22]=2)[CH2:20][C:16]2[CH:17]=[N:18][O:19][C:15]=2[CH2:14][CH2:13]1, predict the reactants needed to synthesize it. The reactants are: C(OC(=O)[NH:7][CH:8]([CH2:32][C:33]1[CH:38]=[C:37]([F:39])[CH:36]=[C:35]([F:40])[CH:34]=1)[CH:9]([OH:31])[CH2:10][NH:11][C:12]1([C:21]2[CH:26]=[CH:25][CH:24]=[C:23]([C:27]([CH3:30])([CH3:29])[CH3:28])[CH:22]=2)[CH2:20][C:16]2[CH:17]=[N:18][O:19][C:15]=2[CH2:14][CH2:13]1)(C)(C)C. (8) The reactants are: [CH3:1][O:2][C:3](=[O:26])[C:4]([C:7]1(OC(SC)=S)[CH2:10][N:9]([C:11]([O:13][CH2:14][C:15]2[CH:20]=[CH:19][CH:18]=[CH:17][CH:16]=2)=[O:12])[CH2:8]1)([CH3:6])[CH3:5].C([SnH](CCCC)CCCC)CCC.N(/C(C)(C)C#N)=N\C(C)(C)C#N. Given the product [CH3:1][O:2][C:3](=[O:26])[C:4]([CH:7]1[CH2:10][N:9]([C:11]([O:13][CH2:14][C:15]2[CH:16]=[CH:17][CH:18]=[CH:19][CH:20]=2)=[O:12])[CH2:8]1)([CH3:6])[CH3:5], predict the reactants needed to synthesize it.